Dataset: Catalyst prediction with 721,799 reactions and 888 catalyst types from USPTO. Task: Predict which catalyst facilitates the given reaction. The catalyst class is: 69. Product: [C:30]1([C@H:36]([NH2:38])[CH3:37])[CH:35]=[CH:34][CH:33]=[CH:32][CH:31]=1.[OH:1][C@:2]([CH2:13][C:14]1[C:22]2[C:17](=[CH:18][CH:19]=[CH:20][CH:21]=2)[NH:16][CH:15]=1)([C:10]([OH:12])=[O:11])[CH2:3][C:4](=[N:8][OH:9])[C:5]([OH:7])=[O:6]. Reactant: [OH:1][C:2]([CH2:13][C:14]1[C:22]2[C:17](=[CH:18][CH:19]=[CH:20][CH:21]=2)[NH:16][CH:15]=1)([C:10]([OH:12])=[O:11])[CH2:3][C:4](=[N:8][OH:9])[C:5]([OH:7])=[O:6].Cl.C(=O)([O-])[O-].[Na+].[Na+].[C:30]1([C@H:36]([NH2:38])[CH3:37])[CH:35]=[CH:34][CH:33]=[CH:32][CH:31]=1.